From a dataset of Reaction yield outcomes from USPTO patents with 853,638 reactions. Predict the reaction yield, written as a fraction of the theoretical maximum amount of product (1.0 means a 100% yield; for example, 0.34 means a 34% yield). (1) The reactants are [NH2:1][C:2]1[C:10]([Cl:11])=[CH:9][C:5]([C:6]([OH:8])=O)=[C:4]([O:12][CH3:13])[CH:3]=1.C(N(CC)CC)C.ClC(OCC)=O.ON1C2C=CC=CC=2N=N1.[F:37][C:38]1([F:56])[CH:43]([NH2:44])[CH2:42][CH2:41][N:40]([CH2:45][CH2:46][CH2:47][O:48][C:49]2[CH:54]=[CH:53][C:52]([F:55])=[CH:51][CH:50]=2)[CH2:39]1. The catalyst is CN(C)C=O. The yield is 0.710. The product is [NH2:1][C:2]1[C:10]([Cl:11])=[CH:9][C:5]([C:6]([NH:44][CH:43]2[CH2:42][CH2:41][N:40]([CH2:45][CH2:46][CH2:47][O:48][C:49]3[CH:54]=[CH:53][C:52]([F:55])=[CH:51][CH:50]=3)[CH2:39][C:38]2([F:56])[F:37])=[O:8])=[C:4]([O:12][CH3:13])[CH:3]=1. (2) The reactants are [CH3:1]OC1C=C(C)C(S(Cl)(=O)=O)=C(C)C=1.Cl.[NH:16]1[CH2:21][CH2:20][CH2:19][CH2:18][CH:17]1[CH2:22][CH2:23][CH2:24][C:25]([O:27][CH3:28])=[O:26].C1C=CC(P(C2C=CC=CC=2)C2C=CC=CC=2)=CC=1.[CH3:60][CH:59]([O:58][C:56](/N=N/[C:56]([O:58][CH:59]([CH3:61])[CH3:60])=[O:57])=[O:57])[CH3:61]. The catalyst is C1COCC1. The product is [C:59]([O:58][C:56]([N:16]1[CH2:21][CH2:20][CH2:19][CH2:18][CH:17]1[CH2:22][CH2:23][CH2:24][C:25]([O:27][CH3:28])=[O:26])=[O:57])([CH3:61])([CH3:1])[CH3:60]. The yield is 0.400. (3) The product is [OH:12][CH:9]1[CH2:10][C:11]2[C:2]([NH:1][C:20](=[O:21])[O:22][C:23]3[CH:28]=[CH:27][CH:26]=[CH:25][CH:24]=3)=[CH:3][CH:4]=[CH:5][C:6]=2[CH2:7][CH2:8]1. The reactants are [NH2:1][C:2]1[CH:3]=[CH:4][CH:5]=[C:6]2[C:11]=1[CH2:10][CH:9]([OH:12])[CH2:8][CH2:7]2.N1C=CC=CC=1.Cl[C:20]([O:22][C:23]1[CH:28]=[CH:27][CH:26]=[CH:25][CH:24]=1)=[O:21].O. The yield is 0.480. The catalyst is C1COCC1. (4) The reactants are [Br:1][C:2]1[CH:3]=[C:4]2[C:9](=[CH:10][CH:11]=1)[N:8]=[C:7]([C:12]1[CH:13]=[N:14][CH:15]=[CH:16][CH:17]=1)[N:6]=[C:5]2[NH2:18].[C:19](OC(=O)C)(=[O:21])[CH3:20]. The catalyst is C(O)(=O)C. The product is [Br:1][C:2]1[CH:3]=[C:4]2[C:9](=[CH:10][CH:11]=1)[N:8]=[C:7]([C:12]1[CH:13]=[N:14][CH:15]=[CH:16][CH:17]=1)[N:6]=[C:5]2[NH:18][C:19](=[O:21])[CH3:20]. The yield is 0.660. (5) The reactants are Cl[C:2]1[CH:7]=[CH:6][C:5]([Cl:8])=[CH:4][C:3]=1[N+:9]([O-:11])=[O:10].[NH2:12][C:13]1[CH:20]=[CH:19][C:18]([CH:21]([CH3:23])[CH3:22])=[CH:17][C:14]=1[C:15]#[N:16].C(=O)([O-])[O-].[K+].[K+]. The catalyst is CN(C)C=O.C(OCC)(=O)C.[Cu]. The product is [Cl:8][C:5]1[CH:6]=[CH:7][C:2]([NH:12][C:13]2[CH:20]=[CH:19][C:18]([CH:21]([CH3:23])[CH3:22])=[CH:17][C:14]=2[C:15]#[N:16])=[C:3]([N+:9]([O-:11])=[O:10])[CH:4]=1. The yield is 0.370. (6) The reactants are Br[CH2:2][C:3]([C:5]1[CH:10]=[CH:9][CH:8]=[CH:7][CH:6]=1)=O.[CH2:11]([O:13][C:14]1[CH:15]=[C:16]([CH:20]=[CH:21][C:22]=1[O:23][CH2:24][CH3:25])[C:17]([NH2:19])=[O:18])[CH3:12].C([O-])(O)=O.[Na+]. The catalyst is CN(C=O)C. The product is [CH2:11]([O:13][C:14]1[CH:15]=[C:16]([C:17]2[O:18][CH:2]=[C:3]([C:5]3[CH:10]=[CH:9][CH:8]=[CH:7][CH:6]=3)[N:19]=2)[CH:20]=[CH:21][C:22]=1[O:23][CH2:24][CH3:25])[CH3:12]. The yield is 0.170.